From a dataset of Reaction yield outcomes from USPTO patents with 853,638 reactions. Predict the reaction yield, written as a fraction of the theoretical maximum amount of product (1.0 means a 100% yield; for example, 0.34 means a 34% yield). (1) The yield is 0.0800. The product is [F:23][C:24]1[C:29]([NH:18][C:17]2[CH:19]=[CH:20][CH:21]=[CH:22][C:16]=2[C:12]2[N:11]=[CH:10][N:9]=[C:8]3[C:13]=2[N:14]=[CH:15][N:7]3[CH:2]2[CH2:3][CH2:4][CH2:5][CH2:6][O:1]2)=[C:28]([F:31])[CH:27]=[CH:26][C:25]=1[NH:32][S:33]([CH2:36][CH2:37][CH3:38])(=[O:35])=[O:34]. The catalyst is C1COCC1.O. The reactants are [O:1]1[CH2:6][CH2:5][CH2:4][CH2:3][CH:2]1[N:7]1[CH:15]=[N:14][C:13]2[C:8]1=[N:9][CH:10]=[N:11][C:12]=2[C:16]1[CH:22]=[CH:21][CH:20]=[CH:19][C:17]=1[NH2:18].[F:23][C:24]1[C:29](I)=[C:28]([F:31])[CH:27]=[CH:26][C:25]=1[NH:32][S:33]([CH2:36][CH2:37][CH3:38])(=[O:35])=[O:34].N#N.C([O-])([O-])=O.[K+].[K+]. (2) The reactants are [CH2:1]([Li])[CH2:2][CH2:3][CH3:4].[S:6]1C=C[N:8]=[C:7]1[C:11]1([OH:21])[CH2:20][CH2:19][C:14]2([O:18][CH2:17][CH2:16][O:15]2)[CH2:13][CH2:12]1.C(I)C.O. The catalyst is C1COCC1.CCOC(C)=O. The product is [CH2:3]([C:2]1[S:6][C:7]([C:11]2([OH:21])[CH2:20][CH2:19][C:14]3([O:15][CH2:16][CH2:17][O:18]3)[CH2:13][CH2:12]2)=[N:8][CH:1]=1)[CH3:4]. The yield is 0.710. (3) The reactants are [Si](OC[C@@H]1C=C(C(=O)N)[C@H](O)CN1C(OC(C)(C)C)=O)(C(C)(C)C)(C)C.[CH2:27]([O:30][N:31]([C@H:47]1[CH2:52][N:51]([C:53]([O:55][C:56]([CH3:59])([CH3:58])[CH3:57])=[O:54])[C@H:50]([CH2:60][O:61][Si:62]([C:65]([CH3:68])([CH3:67])[CH3:66])([CH3:64])[CH3:63])[CH:49]=[C:48]1[C:69](=[O:71])[NH2:70])[S:32]([C:35]1[CH:40]=[CH:39][C:38]([N+]([O-])=O)=[CH:37][C:36]=1[N+:44]([O-:46])=[O:45])(=[O:34])=[O:33])[CH:28]=[CH2:29].C(ONS(C1C=CC=CC=1[N+]([O-])=O)(=O)=O)C=C.C(ONS(C1C=CC([N+]([O-])=O)=CC=1[N+]([O-])=O)(=O)=O)C=C. No catalyst specified. The product is [CH2:27]([O:30][N:31]([C@H:47]1[CH2:52][N:51]([C:53]([O:55][C:56]([CH3:59])([CH3:58])[CH3:57])=[O:54])[C@H:50]([CH2:60][O:61][Si:62]([C:65]([CH3:68])([CH3:67])[CH3:66])([CH3:63])[CH3:64])[CH:49]=[C:48]1[C:69](=[O:71])[NH2:70])[S:32]([C:35]1[CH:40]=[CH:39][CH:38]=[CH:37][C:36]=1[N+:44]([O-:46])=[O:45])(=[O:34])=[O:33])[CH:28]=[CH2:29]. The yield is 0.740. (4) The reactants are [C:1]([C:5]1[CH:6]=[C:7]([C:16]2[CH:21]=[CH:20][C:19]([C:22](N(OC)C)=[O:23])=[CH:18][CH:17]=2)[CH:8]=[C:9]([C:12]([CH3:15])([CH3:14])[CH3:13])[C:10]=1[OH:11])([CH3:4])([CH3:3])[CH3:2].[C:28](C1C=C(C2C=CC(C(O)=O)=CC=2)C=C(C(C)(C)C)C=1O)(C)(C)C. No catalyst specified. The product is [C:1]([C:5]1[CH:6]=[C:7]([C:16]2[CH:21]=[CH:20][C:19]([C:22](=[O:23])[CH3:28])=[CH:18][CH:17]=2)[CH:8]=[C:9]([C:12]([CH3:13])([CH3:15])[CH3:14])[C:10]=1[OH:11])([CH3:3])([CH3:4])[CH3:2]. The yield is 0.740. (5) The reactants are C([N:4]1[C:12]2[C:7](=[CH:8][CH:9]=[C:10]([Br:13])[CH:11]=2)[C:6]([C:14]([C:20]2[CH:21]=[C:22]3[C:26](=[CH:27][CH:28]=2)[N:25]([C:29]2[CH:34]=[CH:33][C:32]([F:35])=[CH:31][CH:30]=2)[N:24]=[CH:23]3)([OH:19])[C:15]([F:18])([F:17])[F:16])=[CH:5]1)C=C.[O-][Mn](=O)(=O)=O.[K+].[CH3:42][C:43]([CH3:45])=[O:44].[OH2:46]. No catalyst specified. The product is [Br:13][C:10]1[CH:11]=[C:12]2[C:7]([C:6]([C:14]([C:20]3[CH:21]=[C:22]4[C:26](=[CH:27][CH:28]=3)[N:25]([C:29]3[CH:30]=[CH:31][C:32]([F:35])=[CH:33][CH:34]=3)[N:24]=[CH:23]4)([OH:19])[C:15]([F:17])([F:16])[F:18])=[CH:5][N:4]2[CH2:42][CH:43]([OH:44])[CH2:45][OH:46])=[CH:8][CH:9]=1. The yield is 0.230.